From a dataset of Reaction yield outcomes from USPTO patents with 853,638 reactions. Predict the reaction yield, written as a fraction of the theoretical maximum amount of product (1.0 means a 100% yield; for example, 0.34 means a 34% yield). (1) The yield is 0.600. The catalyst is O1CCCC1.CO. The product is [NH2:25][CH2:24][C@@H:16]([NH:15][C:13]([C:9]1[S:10][C:11]([CH3:12])=[C:7]([C:6]2[N:5]([CH3:36])[N:4]=[CH:3][C:2]=2[Cl:1])[CH:8]=1)=[O:14])[CH2:17][CH:18]1[CH2:19][CH2:20][CH2:21][CH2:22][CH2:23]1. The reactants are [Cl:1][C:2]1[CH:3]=[N:4][N:5]([CH3:36])[C:6]=1[C:7]1[CH:8]=[C:9]([C:13]([NH:15][C@H:16]([CH2:24][N:25]2C(=O)C3C(=CC=CC=3)C2=O)[CH2:17][CH:18]2[CH2:23][CH2:22][CH2:21][CH2:20][CH2:19]2)=[O:14])[S:10][C:11]=1[CH3:12].NN. (2) The reactants are [N:1]([CH2:4][CH2:5][OH:6])=[N+:2]=[N-:3].[H-].[Na+].[CH2:9]([O:11][C:12](=[O:18])[CH2:13][C:14]([CH2:16]Cl)=[O:15])[CH3:10].O. The catalyst is C1COCC1.CCOC(C)=O. The product is [CH2:9]([O:11][C:12](=[O:18])[CH2:13][C:14](=[O:15])[CH2:16][O:6][CH2:5][CH2:4][N:1]=[N+:2]=[N-:3])[CH3:10]. The yield is 0.743.